From a dataset of Forward reaction prediction with 1.9M reactions from USPTO patents (1976-2016). Predict the product of the given reaction. (1) Given the reactants CC(OC(/N=N/C(OC(C)C)=O)=O)C.[N:15]1([CH2:21][C:22]#[C:23][C:24]2[CH:29]=[CH:28][C:27]([C:30]([C:34]3[CH:39]=[CH:38][C:37]([C:40]#[C:41][CH2:42][N:43]4[CH2:48][CH2:47][O:46][CH2:45][CH2:44]4)=[CH:36][CH:35]=3)=[CH:31][CH2:32][OH:33])=[CH:26][CH:25]=2)[CH2:20][CH2:19][O:18][CH2:17][CH2:16]1.C1(P(C2C=CC=CC=2)C2C=CC=CC=2)C=CC=CC=1.[CH3:68][O:69][C:70](=[O:81])[CH2:71][O:72][C:73]1[CH:78]=[CH:77][C:76](O)=[CH:75][C:74]=1[CH3:80], predict the reaction product. The product is: [N:15]1([CH2:21][C:22]#[C:23][C:24]2[CH:29]=[CH:28][C:27]([C:30]([C:34]3[CH:39]=[CH:38][C:37]([C:40]#[C:41][CH2:42][N:43]4[CH2:44][CH2:45][O:46][CH2:47][CH2:48]4)=[CH:36][CH:35]=3)=[CH:31][CH2:32][O:33][C:76]3[CH:77]=[CH:78][C:73]([O:72][CH2:71][C:70]([O:69][CH3:68])=[O:81])=[C:74]([CH3:80])[CH:75]=3)=[CH:26][CH:25]=2)[CH2:16][CH2:17][O:18][CH2:19][CH2:20]1. (2) Given the reactants [H-].[Na+].[CH2:3]([N:10]1[CH2:14][CH2:13][CH:12]([NH:15][C:16]2[N:21]=[C:20]([CH3:22])[C:19]([CH:23]=O)=[CH:18][N:17]=2)[CH2:11]1)[C:4]1[CH:9]=[CH:8][CH:7]=[CH:6][CH:5]=1.[C:25]([O:28][CH2:29][CH3:30])([CH3:27])=[O:26].O, predict the reaction product. The product is: [CH2:3]([N:10]1[CH2:14][CH2:13][CH:12]([NH:15][C:16]2[N:21]=[C:20]([CH3:22])[C:19](/[CH:23]=[CH:27]/[C:25]([O:28][CH2:29][CH3:30])=[O:26])=[CH:18][N:17]=2)[CH2:11]1)[C:4]1[CH:5]=[CH:6][CH:7]=[CH:8][CH:9]=1.